The task is: Predict the product of the given reaction.. This data is from Forward reaction prediction with 1.9M reactions from USPTO patents (1976-2016). Given the reactants [OH:1][C:2](C(F)(F)F)=O.[CH3:8][O:9][C:10](=[O:30])[C@@H:11]([CH3:29])[CH2:12][C@H:13]([NH2:28])[C:14](=[O:27])[NH:15][C:16]([CH3:26])([CH3:25])[CH2:17][C:18]1[CH:23]=[CH:22][C:21]([F:24])=[CH:20][CH:19]=1.CCN(C(C)C)C(C)C.[C:40]1([CH:46]2[CH2:51][CH2:50][NH:49][CH2:48][CH2:47]2)[CH:45]=[CH:44][CH:43]=[CH:42][CH:41]=1.N1(C2CCCCCCCCCC2)CCCN=CCCCCC1, predict the reaction product. The product is: [CH3:8][O:9][C:10](=[O:30])[C@@H:11]([CH3:29])[CH2:12][C@@H:13]([C:14](=[O:27])[NH:15][C:16]([CH3:25])([CH3:26])[CH2:17][C:18]1[CH:19]=[CH:20][C:21]([F:24])=[CH:22][CH:23]=1)[NH:28][C:2]([N:49]1[CH2:48][CH2:47][CH:46]([C:40]2[CH:45]=[CH:44][CH:43]=[CH:42][CH:41]=2)[CH2:51][CH2:50]1)=[O:1].